This data is from Forward reaction prediction with 1.9M reactions from USPTO patents (1976-2016). The task is: Predict the product of the given reaction. (1) Given the reactants [NH:1]1[CH2:5][CH2:4][CH2:3][C@H:2]1[C:6]1[NH:7][C:8]([C:11]2[CH:16]=[CH:15][C:14]([CH3:17])=[CH:13][CH:12]=2)=[CH:9][N:10]=1.C(N(CC)CC)C.[C:25]([O:28][C@H:29]1[CH2:46][CH2:45][C@@:44]2([CH3:47])[C@@H:31]([CH2:32][CH2:33][C@:34]3([CH3:58])[C@@H:43]2[CH2:42][CH2:41][C@H:40]2[C@@:35]3([CH3:57])[CH2:36][CH2:37][C@@:38]3([C:54](O)=[O:55])[CH2:50][CH2:49][C@@H:48]([C:51]([CH3:53])=[CH2:52])[C@@H:39]32)[C:30]1([CH3:60])[CH3:59])(=[O:27])[CH3:26], predict the reaction product. The product is: [C:25]([O:28][C@H:29]1[CH2:46][CH2:45][C@@:44]2([CH3:47])[C@@H:31]([CH2:32][CH2:33][C@:34]3([CH3:58])[C@@H:43]2[CH2:42][CH2:41][C@H:40]2[C@@:35]3([CH3:57])[CH2:36][CH2:37][C@@:38]3([C:54]([N:1]4[CH2:5][CH2:4][CH2:3][CH:2]4[C:6]4[NH:7][C:8]([C:11]5[CH:16]=[CH:15][C:14]([CH3:17])=[CH:13][CH:12]=5)=[CH:9][N:10]=4)=[O:55])[CH2:50][CH2:49][C@@H:48]([C:51]([CH3:53])=[CH2:52])[C@@H:39]32)[C:30]1([CH3:60])[CH3:59])(=[O:27])[CH3:26]. (2) Given the reactants Br[C:2]1[CH:3]=[CH:4][C:5]([O:8][CH:9]([F:11])[F:10])=[N:6][CH:7]=1.[CH3:12][CH2:13][CH2:14][CH2:15][O:16][CH:17]=[CH2:18].C1(P(C2C=CC=CC=2)CCCP(C2C=CC=CC=2)C2C=CC=CC=2)C=CC=CC=1.C(=O)([O-])[O-].[K+].[K+], predict the reaction product. The product is: [CH2:15]([O:16][C:17]([C:2]1[CH:3]=[CH:4][C:5]([O:8][CH:9]([F:11])[F:10])=[N:6][CH:7]=1)=[CH2:18])[CH2:14][CH2:13][CH3:12].